From a dataset of Reaction yield outcomes from USPTO patents with 853,638 reactions. Predict the reaction yield, written as a fraction of the theoretical maximum amount of product (1.0 means a 100% yield; for example, 0.34 means a 34% yield). (1) The reactants are [Cl:1][C:2]1[CH:7]=[C:6]([N+:8]([O-:10])=[O:9])[CH:5]=[CH:4][C:3]=1[OH:11].[CH3:12][N:13]1[CH:17]=[CH:16][C:15]([C:18](O)=O)=[N:14]1. No catalyst specified. The product is [Cl:1][C:2]1[CH:7]=[C:6]([N+:8]([O-:10])=[O:9])[CH:5]=[CH:4][C:3]=1[O:11][CH2:18][C:15]1[CH:16]=[CH:17][N:13]([CH3:12])[N:14]=1. The yield is 0.490. (2) The reactants are [CH:1]1([N:7]2[C:12]([OH:13])=[C:11]([C:14]([NH:16][CH2:17][C:18]([O:20]CC)=[O:19])=[O:15])[C:10](=[O:23])[NH:9][C:8]2=[O:24])[CH2:6][CH2:5][CH2:4][CH2:3][CH2:2]1.C(=O)([O-])[O-].[K+].[K+].[CH3:31][C:32]1[CH:39]=[C:38]([CH3:40])[CH:37]=[CH:36][C:33]=1[CH2:34]Br.Cl. The catalyst is CN(C)C=O. The product is [CH:1]1([N:7]2[C:12]([OH:13])=[C:11]([C:14]([NH:16][CH2:17][C:18]([OH:20])=[O:19])=[O:15])[C:10](=[O:23])[N:9]([CH2:34][C:33]3[CH:36]=[CH:37][C:38]([CH3:40])=[CH:39][C:32]=3[CH3:31])[C:8]2=[O:24])[CH2:2][CH2:3][CH2:4][CH2:5][CH2:6]1. The yield is 0.400. (3) The reactants are [C:1]([CH2:3][N:4]1[CH:8]=[C:7]([C:9]([O:11][CH2:12][CH3:13])=[O:10])[CH:6]=[N:5]1)#[N:2].C(OCC)(=O)C.Cl.P([O-])(OCC)(SCC)=[S:22].C(=O)([O-])O.[Na+].[OH-].[Na+]. No catalyst specified. The product is [NH2:2][C:1](=[S:22])[CH2:3][N:4]1[CH:8]=[C:7]([C:9]([O:11][CH2:12][CH3:13])=[O:10])[CH:6]=[N:5]1. The yield is 0.720. (4) The product is [F:1][C:2]([F:22])([F:21])[C:3]1[CH:15]=[C:14]2[C:6]([C:7]3[CH:8]=[CH:9][C:10]([C:16]([NH2:23])=[O:17])=[CH:11][C:12]=3[NH:13]2)=[CH:5][CH:4]=1. The yield is 0.960. The reactants are [F:1][C:2]([F:22])([F:21])[C:3]1[CH:15]=[C:14]2[C:6]([C:7]3[CH:8]=[CH:9][C:10]([C:16](OCC)=[O:17])=[CH:11][C:12]=3[NH:13]2)=[CH:5][CH:4]=1.[NH3:23]. The catalyst is CO.